This data is from Forward reaction prediction with 1.9M reactions from USPTO patents (1976-2016). The task is: Predict the product of the given reaction. The product is: [Cl:17][C:11]1[CH:12]=[C:13]([Cl:16])[CH:14]=[CH:15][C:10]=1[C:6]1[C:7]([C:8]#[N:9])=[C:2]([NH:31][CH2:27][CH:28]([CH3:30])[CH3:29])[C:3]2[N:4]([C:18]([N:21]3[CH2:26][CH2:25][O:24][CH2:23][CH2:22]3)=[CH:19][N:20]=2)[CH:5]=1. Given the reactants Cl[C:2]1[C:3]2[N:4]([C:18]([N:21]3[CH2:26][CH2:25][O:24][CH2:23][CH2:22]3)=[CH:19][N:20]=2)[CH:5]=[C:6]([C:10]2[CH:15]=[CH:14][C:13]([Cl:16])=[CH:12][C:11]=2[Cl:17])[C:7]=1[C:8]#[N:9].[CH2:27]([NH2:31])[CH:28]([CH3:30])[CH3:29].C(=O)=O, predict the reaction product.